Dataset: Full USPTO retrosynthesis dataset with 1.9M reactions from patents (1976-2016). Task: Predict the reactants needed to synthesize the given product. (1) Given the product [CH3:37][C:38]1[C:46]2[C:45]([N:47]3[CH2:52][CH2:51][CH:50]([NH:53][C:12](=[O:14])[C:11]4[CH:15]=[CH:16][CH:17]=[C:9]([O:8][CH2:7][CH2:6][N:1]5[CH2:2][CH2:3][CH2:4][CH2:5]5)[CH:10]=4)[CH2:49][CH2:48]3)=[N:44][CH:43]=[N:42][C:41]=2[NH:40][CH:39]=1, predict the reactants needed to synthesize it. The reactants are: [N:1]1([CH2:6][CH2:7][O:8][C:9]2[CH:10]=[C:11]([CH:15]=[CH:16][CH:17]=2)[C:12]([OH:14])=O)[CH2:5][CH2:4][CH2:3][CH2:2]1.ClC1N=C(OC)N=C(OC)N=1.CN1CCOCC1.Cl.[CH3:37][C:38]1[C:46]2[C:45]([N:47]3[CH2:52][CH2:51][CH:50]([NH2:53])[CH2:49][CH2:48]3)=[N:44][CH:43]=[N:42][C:41]=2[NH:40][CH:39]=1. (2) Given the product [CH:1]([O:14][CH:15]1[CH2:20][CH2:19][N:18]([CH2:21][CH2:22][CH2:23][CH2:24][O:25][C:33](=[O:34])[C:32]2[CH:31]=[CH:30][C:29]([N+:26]([O-:28])=[O:27])=[CH:37][CH:36]=2)[CH2:17][CH2:16]1)([C:8]1[CH:13]=[CH:12][CH:11]=[CH:10][CH:9]=1)[C:2]1[CH:7]=[CH:6][CH:5]=[CH:4][CH:3]=1, predict the reactants needed to synthesize it. The reactants are: [CH:1]([O:14][CH:15]1[CH2:20][CH2:19][N:18]([CH2:21][CH2:22][CH2:23][CH2:24][OH:25])[CH2:17][CH2:16]1)([C:8]1[CH:13]=[CH:12][CH:11]=[CH:10][CH:9]=1)[C:2]1[CH:7]=[CH:6][CH:5]=[CH:4][CH:3]=1.[N+:26]([C:29]1[CH:37]=[CH:36][C:32]([C:33](O)=[O:34])=[CH:31][CH:30]=1)([O-:28])=[O:27].Cl.CN(C)CCCN=C=NCC.Cl. (3) Given the product [CH3:14][O:3][C:4]1[CH:5]=[CH:6][C:7]2[O:11][C:10](=[O:12])[S:9][C:8]=2[CH:13]=1, predict the reactants needed to synthesize it. The reactants are: [H-].[Na+].[OH:3][C:4]1[CH:5]=[CH:6][C:7]2[O:11][C:10](=[O:12])[S:9][C:8]=2[CH:13]=1.[CH3:14]I.[Cl-].[NH4+]. (4) Given the product [CH3:1][C:2]1[CH:6]=[C:5]([CH3:7])[N:4]([CH:8]([CH3:12])[C:9]([CH:15]2[C:16](=[O:19])[CH2:17][CH2:18][O:13][CH2:14]2)=[O:10])[N:3]=1, predict the reactants needed to synthesize it. The reactants are: [CH3:1][C:2]1[CH:6]=[C:5]([CH3:7])[N:4]([CH:8]([CH3:12])[C:9](Cl)=[O:10])[N:3]=1.[O:13]1[CH2:18][CH2:17][C:16](=[O:19])[CH2:15][CH2:14]1. (5) The reactants are: [S].[BH4-].[Na+].[CH2:4]([O:7][C:8]1[CH:9]=[C:10]([N:18]2[CH2:23][CH2:22][O:21][CH2:20][CH2:19]2)[CH:11]=[C:12]([F:17])[C:13]=1[N+:14]([O-])=O)[CH:5]=[CH2:6]. Given the product [CH2:4]([O:7][C:8]1[CH:9]=[C:10]([N:18]2[CH2:23][CH2:22][O:21][CH2:20][CH2:19]2)[CH:11]=[C:12]([F:17])[C:13]=1[NH2:14])[CH:5]=[CH2:6], predict the reactants needed to synthesize it. (6) Given the product [CH3:1][C:2]1[CH:3]=[CH:4][C:5]([NH:17][CH2:18][C:19]2[CH:24]=[C:23]([O:25][CH3:26])[C:22]([O:27][CH3:28])=[C:21]([O:29][CH3:30])[CH:20]=2)=[C:6]([NH:8][C:9](=[O:16])[C:10]2[CH:11]=[CH:12][CH:13]=[CH:14][CH:15]=2)[CH:7]=1, predict the reactants needed to synthesize it. The reactants are: [CH3:1][C:2]1[CH:3]=[CH:4][C:5](/[N:17]=[CH:18]/[C:19]2[CH:24]=[C:23]([O:25][CH3:26])[C:22]([O:27][CH3:28])=[C:21]([O:29][CH3:30])[CH:20]=2)=[C:6]([NH:8][C:9](=[O:16])[C:10]2[CH:15]=[CH:14][CH:13]=[CH:12][CH:11]=2)[CH:7]=1.[BH4-].[Na+]. (7) Given the product [Br:1][C:14]1[C:9]([C:8]2[N:4]([CH3:3])[CH:5]=[N:6][CH:7]=2)=[N:10][C:11]([NH:15][C:16]2[CH:17]=[CH:18][C:19]([S:22](=[O:25])(=[O:24])[NH2:23])=[CH:20][CH:21]=2)=[N:12][CH:13]=1, predict the reactants needed to synthesize it. The reactants are: [Br:1]Br.[CH3:3][N:4]1[C:8]([C:9]2[CH:14]=[CH:13][N:12]=[C:11]([NH:15][C:16]3[CH:21]=[CH:20][C:19]([S:22](=[O:25])(=[O:24])[NH2:23])=[CH:18][CH:17]=3)[N:10]=2)=[CH:7][N:6]=[CH:5]1.C([O-])(=O)C.[Na+].